Task: Predict which catalyst facilitates the given reaction.. Dataset: Catalyst prediction with 721,799 reactions and 888 catalyst types from USPTO (1) Reactant: [NH2:1][C:2]1[CH:9]=[CH:8][C:5]([C:6]#[N:7])=[CH:4][CH:3]=1.[Br:10][C:11]1[N:12]=[C:13](Br)[C:14]2[N:15]([CH:17]=[CH:18][N:19]=2)[CH:16]=1.C(OCC)(=O)C. Product: [Br:10][C:11]1[N:12]=[C:13]([NH:1][C:2]2[CH:9]=[CH:8][C:5]([C:6]#[N:7])=[CH:4][CH:3]=2)[C:14]2[N:15]([CH:17]=[CH:18][N:19]=2)[CH:16]=1. The catalyst class is: 3. (2) Reactant: [CH3:1][C:2]1([CH3:14])[C:6]([CH3:8])([CH3:7])[O:5][B:4]([C:9]2[CH:10]=[N:11][NH:12][CH:13]=2)[O:3]1.C([O-])([O-])=O.[Cs+].[Cs+].FC(F)(F)S(O[CH2:27][C:28]([F:31])([F:30])[F:29])(=O)=O. Product: [CH3:1][C:2]1([CH3:14])[C:6]([CH3:7])([CH3:8])[O:5][B:4]([C:9]2[CH:13]=[N:12][N:11]([CH2:27][C:28]([F:31])([F:30])[F:29])[CH:10]=2)[O:3]1. The catalyst class is: 3.